This data is from Forward reaction prediction with 1.9M reactions from USPTO patents (1976-2016). The task is: Predict the product of the given reaction. Given the reactants [CH3:1][C:2]1([CH3:48])[C@@H:5]([C:6]([N:8]2[CH2:13][CH2:12][CH2:11][CH2:10][CH2:9]2)=[O:7])[CH2:4][C@H:3]1[NH:14][C:15]([C@:17]12[CH2:43][CH2:42][C@@H:41]([C:44]3([CH3:47])[CH2:46][CH2:45]3)[C@@H:18]1[C@@H:19]1[C@@:32]([CH3:35])([CH2:33][CH2:34]2)[C@@:31]2([CH3:36])[C@@H:22]([C@:23]3([CH3:40])[C@@H:28]([CH2:29][CH2:30]2)[C:27]([CH3:38])([CH3:37])[C@@H:26]([OH:39])[CH2:25][CH2:24]3)[CH2:21][CH2:20]1)=[O:16].C(O)(=O)[CH2:50][C:51]([CH2:56][C:57]([OH:59])=O)([C:53]([OH:55])=[O:54])O.[C:62](OCC)(=O)C, predict the reaction product. The product is: [CH3:1][C:2]1([CH3:48])[C@@H:5]([C:6]([N:8]2[CH2:9][CH2:10][CH2:11][CH2:12][CH2:13]2)=[O:7])[CH2:4][C@H:3]1[NH:14][C:15]([C@:17]12[CH2:43][CH2:42][C@@H:41]([C:44]3([CH3:47])[CH2:45][CH2:46]3)[C@@H:18]1[C@@H:19]1[C@@:32]([CH3:35])([CH2:33][CH2:34]2)[C@@:31]2([CH3:36])[C@@H:22]([C@:23]3([CH3:40])[C@@H:28]([CH2:29][CH2:30]2)[C:27]([CH3:37])([CH3:38])[C@@H:26]([O:39][C:57](=[O:59])[CH2:56][C:51]([CH3:50])([CH3:62])[C:53]([OH:55])=[O:54])[CH2:25][CH2:24]3)[CH2:21][CH2:20]1)=[O:16].